From a dataset of Full USPTO retrosynthesis dataset with 1.9M reactions from patents (1976-2016). Predict the reactants needed to synthesize the given product. Given the product [NH2:1][C:2]1[N:3]=[CH:4][C:5]([C:29]2[CH:37]=[C:36]3[C:32]([CH2:33][C:34](=[O:38])[NH:35]3)=[CH:31][CH:30]=2)=[C:6]([N:9]2[CH2:19][CH2:18][C:12]3([C:16](=[O:17])[NH:15][CH2:14][CH2:13]3)[CH2:11][CH2:10]2)[C:7]=1[Cl:8], predict the reactants needed to synthesize it. The reactants are: [NH2:1][C:2]1[C:7]([Cl:8])=[C:6]([N:9]2[CH2:19][CH2:18][C:12]3([C:16](=[O:17])[NH:15][CH2:14][CH2:13]3)[CH2:11][CH2:10]2)[C:5](Br)=[CH:4][N:3]=1.CC1(C)C(C)(C)OB([C:29]2[CH:37]=[C:36]3[C:32]([CH2:33][C:34](=[O:38])[NH:35]3)=[CH:31][CH:30]=2)O1.C(=O)([O-])[O-].[Na+].[Na+].